Dataset: Full USPTO retrosynthesis dataset with 1.9M reactions from patents (1976-2016). Task: Predict the reactants needed to synthesize the given product. (1) Given the product [CH3:1][S:2]([OH:5])(=[O:4])=[O:3].[N:6]1[C:7]([CH2:15][O:16][C:17]2[CH:18]=[CH:19][C:20]([C:23]3[C:24](=[O:38])[C:25]([CH3:36])([CH3:37])[O:26][C:27]=3[C:28]3[CH:33]=[CH:32][C:31]([O:34][CH3:35])=[CH:30][CH:29]=3)=[CH:21][CH:22]=2)=[CH:8][N:9]2[C:14]=1[CH:13]=[CH:12][CH:11]=[N:10]2, predict the reactants needed to synthesize it. The reactants are: [CH3:1][S:2]([OH:5])(=[O:4])=[O:3].[N:6]1[C:7]([CH2:15][O:16][C:17]2[CH:22]=[CH:21][C:20]([C:23]3[C:24](=[O:38])[C:25]([CH3:37])([CH3:36])[O:26][C:27]=3[C:28]3[CH:33]=[CH:32][C:31]([O:34][CH3:35])=[CH:30][CH:29]=3)=[CH:19][CH:18]=2)=[CH:8][N:9]2[C:14]=1[CH:13]=[CH:12][CH:11]=[N:10]2. (2) Given the product [CH3:11][O:10][C:5]1[CH:6]=[C:7]([C:2]([O:1][CH2:14][C:15]2[C:16]([C:21]3[N:25]([CH3:26])[N:24]=[CH:23][CH:22]=3)=[N:17][CH:18]=[CH:19][CH:20]=2)=[CH:3][N:4]=1)[CH:8]=[O:9], predict the reactants needed to synthesize it. The reactants are: [OH:1][C:2]1[C:7]([CH:8]=[O:9])=[CH:6][C:5]([O:10][CH3:11])=[N:4][CH:3]=1.Cl.Cl[CH2:14][C:15]1[C:16]([C:21]2[N:25]([CH3:26])[N:24]=[CH:23][CH:22]=2)=[N:17][CH:18]=[CH:19][CH:20]=1.C([O-])([O-])=O.[K+].[K+]. (3) The reactants are: [Cl:1][C:2]1[CH:8]=[CH:7][C:6]([O:9][CH3:10])=[CH:5][C:3]=1[NH2:4].[C:11](OC(=O)C)(=[O:13])[CH3:12]. Given the product [Cl:1][C:2]1[CH:8]=[CH:7][C:6]([O:9][CH3:10])=[CH:5][C:3]=1[NH:4][C:11](=[O:13])[CH3:12], predict the reactants needed to synthesize it. (4) Given the product [OH:8][CH2:9][C:10]1[CH:15]=[CH:14][C:13]([C:16]2[CH:21]=[CH:20][C:19]([C:22]([C:34]3[C:33]([N+:30]([O-:32])=[O:31])=[C:38]([NH:39][CH2:40][CH2:41][S:42][C:43]4[CH:48]=[CH:47][CH:46]=[CH:45][CH:44]=4)[CH:37]=[CH:36][C:35]=3[S:49]([NH2:52])(=[O:50])=[O:51])=[O:23])=[CH:18][CH:17]=2)=[C:12]([O:26][CH3:27])[CH:11]=1, predict the reactants needed to synthesize it. The reactants are: [Si]([O:8][CH2:9][C:10]1[CH:15]=[CH:14][C:13]([C:16]2[CH:21]=[CH:20][C:19]([C:22](OC)=[O:23])=[CH:18][CH:17]=2)=[C:12]([O:26][CH3:27])[CH:11]=1)(C(C)(C)C)(C)C.[Li+].[OH-].[N+:30]([C:33]1[CH:34]=[C:35]([S:49]([NH2:52])(=[O:51])=[O:50])[CH:36]=[CH:37][C:38]=1[NH:39][CH2:40][CH2:41][S:42][C:43]1[CH:48]=[CH:47][CH:46]=[CH:45][CH:44]=1)([O-:32])=[O:31].CCN=C=NCCCN(C)C. (5) Given the product [F:19][C:20]1[CH:25]=[CH:24][C:23]([N:26]2[C:2]3[C:3]4[CH:4]=[CH:5][N:6]=[CH:7][C:8]=4[CH2:9][CH2:10][C:11]=3[C:12]([C:13]([O:15][CH3:16])=[O:14])=[N:27]2)=[CH:22][CH:21]=1, predict the reactants needed to synthesize it. The reactants are: O=[C:2]1[CH:11]([C:12](=O)[C:13]([O:15][CH3:16])=[O:14])[CH2:10][CH2:9][C:8]2[CH:7]=[N:6][CH:5]=[CH:4][C:3]1=2.Cl.[F:19][C:20]1[CH:25]=[CH:24][C:23]([NH:26][NH2:27])=[CH:22][CH:21]=1.C(Cl)(Cl)Cl.C([O-])(O)=O.[Na+].